Dataset: Reaction yield outcomes from USPTO patents with 853,638 reactions. Task: Predict the reaction yield, written as a fraction of the theoretical maximum amount of product (1.0 means a 100% yield; for example, 0.34 means a 34% yield). The reactants are Br[C:2]1[C:3](=[O:32])[N:4]([CH2:24][CH2:25][C:26]2[CH:31]=[CH:30][CH:29]=[CH:28][CH:27]=2)[C:5]([C:9]2[CH:14]=[CH:13][CH:12]=[C:11]([F:15])[C:10]=2[O:16]CC2C=CC=CC=2)=[N:6][C:7]=1[CH3:8].[CH3:33][C:34]1[S:38][C:37](B(O)O)=[CH:36][CH:35]=1.C(O)C.C(=O)([O-])[O-].[Na+].[Na+]. The catalyst is O1CCOCC1.C1C=CC([P]([Pd]([P](C2C=CC=CC=2)(C2C=CC=CC=2)C2C=CC=CC=2)([P](C2C=CC=CC=2)(C2C=CC=CC=2)C2C=CC=CC=2)[P](C2C=CC=CC=2)(C2C=CC=CC=2)C2C=CC=CC=2)(C2C=CC=CC=2)C2C=CC=CC=2)=CC=1. The product is [F:15][C:11]1[C:10]([OH:16])=[C:9]([C:5]2[N:4]([CH2:24][CH2:25][C:26]3[CH:31]=[CH:30][CH:29]=[CH:28][CH:27]=3)[C:3](=[O:32])[C:2]([C:37]3[S:38][C:34]([CH3:33])=[CH:35][CH:36]=3)=[C:7]([CH3:8])[N:6]=2)[CH:14]=[CH:13][CH:12]=1. The yield is 0.790.